From a dataset of Full USPTO retrosynthesis dataset with 1.9M reactions from patents (1976-2016). Predict the reactants needed to synthesize the given product. Given the product [CH2:20]([C:19]([C:16]1[CH:15]=[CH:14][C:13]([C:9]2[CH:10]=[CH:11][CH:12]=[C:7]([CH2:6][C:5]([OH:39])=[O:4])[CH:8]=2)=[CH:18][CH:17]=1)([C:22]1[CH:27]=[CH:26][C:25](/[CH:28]=[CH:29]/[C:30]([CH2:31][CH3:32])([OH:33])[CH2:34][CH3:35])=[C:24]([CH3:36])[CH:23]=1)[CH2:37][CH3:38])[CH3:21], predict the reactants needed to synthesize it. The reactants are: [OH-].[Na+].C[O:4][C:5](=[O:39])[CH2:6][C:7]1[CH:8]=[C:9]([C:13]2[CH:18]=[CH:17][C:16]([C:19]([CH2:37][CH3:38])([C:22]3[CH:27]=[CH:26][C:25](/[CH:28]=[CH:29]/[C:30]([CH2:34][CH3:35])([OH:33])[CH2:31][CH3:32])=[C:24]([CH3:36])[CH:23]=3)[CH2:20][CH3:21])=[CH:15][CH:14]=2)[CH:10]=[CH:11][CH:12]=1.[Cl-].[NH4+].